This data is from Catalyst prediction with 721,799 reactions and 888 catalyst types from USPTO. The task is: Predict which catalyst facilitates the given reaction. Reactant: [CH:1]1([C:4]2[N:5]=[C:6]3[CH:11]=[CH:10][C:9]([N:12]4[CH:17]=[CH:16][C:15](O)=[CH:14][C:13]4=[O:19])=[CH:8][N:7]3[C:20]=2[CH3:21])[CH2:3][CH2:2]1.P(Br)(Br)([Br:24])=O. Product: [Br:24][C:15]1[CH:16]=[CH:17][N:12]([C:9]2[CH:10]=[CH:11][C:6]3[N:7]([C:20]([CH3:21])=[C:4]([CH:1]4[CH2:3][CH2:2]4)[N:5]=3)[CH:8]=2)[C:13](=[O:19])[CH:14]=1. The catalyst class is: 173.